Task: Predict the reaction yield, written as a fraction of the theoretical maximum amount of product (1.0 means a 100% yield; for example, 0.34 means a 34% yield).. Dataset: Reaction yield outcomes from USPTO patents with 853,638 reactions (1) The reactants are [CH3:1][N:2]1[CH2:7][CH2:6][N:5]([C:8]2[N:13]=[C:12]([C:14]3[C:22]4[C:17](=[CH:18][CH:19]=[C:20]([C:23]5[S:24][C:25](S(C)(=O)=O)=[N:26][N:27]=5)[CH:21]=4)[N:16](C(OC(C)(C)C)=O)[CH:15]=3)[CH:11]=[CH:10][CH:9]=2)[CH2:4][CH2:3]1.[NH3:39].CCOC(C)=O. The catalyst is CS(C)=O. The product is [CH3:1][N:2]1[CH2:7][CH2:6][N:5]([C:8]2[N:13]=[C:12]([C:14]3[C:22]4[C:17](=[CH:18][CH:19]=[C:20]([C:23]5[S:24][C:25]([NH2:39])=[N:26][N:27]=5)[CH:21]=4)[NH:16][CH:15]=3)[CH:11]=[CH:10][CH:9]=2)[CH2:4][CH2:3]1. The yield is 0.190. (2) The reactants are [Br:1][C:2]1[CH:3]=[C:4]([CH:6]=[CH:7][CH:8]=1)[NH2:5].Cl.[O:10]=[C:11](Cl)OC(Cl)(Cl)Cl.[CH:18]1([C:24]2[CH:29]=[CH:28][C:27]([NH:30][CH2:31][C:32]3[CH:40]=[CH:39][C:35]([C:36]([OH:38])=[O:37])=[CH:34][CH:33]=3)=[CH:26][CH:25]=2)[CH2:23][CH2:22][CH2:21][CH2:20][CH2:19]1. The catalyst is C(OCC)C.C(OCC)(=O)C.C1(C)C=CC=CC=1. The product is [Br:1][C:2]1[CH:3]=[C:4]([NH:5][C:11](=[O:10])[N:30]([CH2:31][C:32]2[CH:40]=[CH:39][C:35]([C:36]([OH:38])=[O:37])=[CH:34][CH:33]=2)[C:27]2[CH:28]=[CH:29][C:24]([CH:18]3[CH2:19][CH2:20][CH2:21][CH2:22][CH2:23]3)=[CH:25][CH:26]=2)[CH:6]=[CH:7][CH:8]=1. The yield is 0.940. (3) The reactants are [CH3:1][O:2][C:3](=[O:35])[NH:4][CH:5]([C:9]([N:11]1[CH2:15][C:14](F)(F)[CH2:13][CH:12]1[C:18]1[NH:19][C:20]([C:23]2[CH:28]=[CH:27][C:26]([C:29]#[C:30][Si](C)(C)C)=[CH:25][CH:24]=2)=[CH:21][N:22]=1)=[O:10])[CH:6]([CH3:8])[CH3:7].C([O-])([O-])=O.[K+].[K+]. The catalyst is CO. The product is [CH3:1][O:2][C:3](=[O:35])[NH:4][CH:5]([C:9]([N:11]1[CH2:15][CH2:14][CH2:13][CH:12]1[C:18]1[NH:19][C:20]([C:23]2[CH:28]=[CH:27][C:26]([C:29]#[CH:30])=[CH:25][CH:24]=2)=[CH:21][N:22]=1)=[O:10])[CH:6]([CH3:8])[CH3:7]. The yield is 1.00. (4) The reactants are NC1C=CC([NH:8][C:9](=[O:18])[C:10]2[CH:15]=[CH:14][CH:13]=[C:12]([F:16])[C:11]=2[F:17])=CC=1.[F:19][C:20]([F:31])([F:30])[C:21]1O[C:23]([C:26]([F:29])([F:28])[F:27])=[N:24][N:25]=1.[CH3:32][C:33](O)=O.C[N:37]1[C:41](=O)[CH2:40][CH2:39][CH2:38]1. No catalyst specified. The product is [F:19][C:20]([F:31])([F:30])[C:21]1[N:37]([C:41]2[CH:40]=[CH:39][CH:38]=[CH:33][C:32]=2[C:13]2[CH:14]=[CH:15][C:10]([C:9]([NH2:8])=[O:18])=[C:11]([F:17])[C:12]=2[F:16])[C:23]([C:26]([F:29])([F:28])[F:27])=[N:24][N:25]=1. The yield is 0.840. (5) The reactants are Br[C:2]1[CH:24]=[CH:23][C:5]2[C:6]3[N:7]([CH:11]=[C:12]([C:14]4[N:18]([CH:19]([CH3:21])[CH3:20])[N:17]=[C:16]([CH3:22])[N:15]=4)[N:13]=3)[CH2:8][CH2:9][O:10][C:4]=2[CH:3]=1.[CH3:25][N:26](C=O)C. The catalyst is CCOC(C)=O.[C-]#N.[Zn+2].[C-]#N.CC(P(C(C)(C)C)C1C=CC(N(C)C)=CC=1)(C)C.CC(P(C(C)(C)C)C1C=CC(N(C)C)=CC=1)(C)C.Cl[Pd]Cl. The product is [CH:19]([N:18]1[C:14]([C:12]2[N:13]=[C:6]3[C:5]4[CH:23]=[CH:24][C:2]([C:25]#[N:26])=[CH:3][C:4]=4[O:10][CH2:9][CH2:8][N:7]3[CH:11]=2)=[N:15][C:16]([CH3:22])=[N:17]1)([CH3:21])[CH3:20]. The yield is 0.590. (6) The reactants are [CH:1]1[C:13]2[CH:12]([CH2:14][O:15][C:16]([NH:18][CH2:19][CH2:20][CH2:21][CH2:22][CH2:23][C:24]([NH:26][CH2:27][C:28]([NH:30][C:31]3[CH:36]=[CH:35][CH:34]=[CH:33][C:32]=3[CH2:37][CH2:38][C:39](O)=[O:40])=[O:29])=[O:25])=[O:17])[C:11]3[C:6](=[CH:7][CH:8]=[CH:9][CH:10]=3)[C:5]=2[CH:4]=[CH:3][CH:2]=1.[S:42]([C:46]1[CH:60]=[CH:59][C:49]([CH2:50][NH:51][C:52](=[O:58])[O:53][C:54]([CH3:57])([CH3:56])[CH3:55])=[CH:48][CH:47]=1)(=[O:45])(=[O:44])[NH2:43].Cl.CN(C)CCCN=C=NCC.C(O)(=O)CC(CC(O)=O)(C(O)=O)O. The catalyst is CN(C)C1C=CN=CC=1.ClCCl.CO. The product is [C:54]([O:53][C:52]([NH:51][CH2:50][C:49]1[CH:48]=[CH:47][C:46]([S:42]([NH:43][C:39](=[O:40])[CH2:38][CH2:37][C:32]2[CH:33]=[CH:34][CH:35]=[CH:36][C:31]=2[NH:30][C:28](=[O:29])[CH2:27][NH:26][C:24](=[O:25])[CH2:23][CH2:22][CH2:21][CH2:20][CH2:19][NH:18][C:16](=[O:17])[O:15][CH2:14][CH:12]2[C:13]3[CH:1]=[CH:2][CH:3]=[CH:4][C:5]=3[C:6]3[C:11]2=[CH:10][CH:9]=[CH:8][CH:7]=3)(=[O:44])=[O:45])=[CH:60][CH:59]=1)=[O:58])([CH3:56])([CH3:57])[CH3:55]. The yield is 0.600. (7) The reactants are [Cl:1][C:2]1[CH:3]=[C:4]([CH:8]=[C:9]([OH:11])[CH:10]=1)[C:5]([OH:7])=[O:6].[OH-].[Na+].Cl[CH:15]([F:17])[F:16]. The catalyst is C(Cl)(Cl)Cl. The product is [Cl:1][C:2]1[CH:3]=[C:4]([CH:8]=[C:9]([O:11][CH:15]([F:17])[F:16])[CH:10]=1)[C:5]([OH:7])=[O:6]. The yield is 0.750. (8) The reactants are [Cl:1][C:2]1[N:10]=[C:9]2[C:5]([N:6]=[CH:7][N:8]2[CH3:11])=[C:4]([N:12]2[CH:17]3[CH2:18][CH2:19][CH:13]2[CH2:14][O:15][CH2:16]3)[N:3]=1.CN(CCN(C)C)C.[Li]CCCC.CN([CH:36]=[O:37])C.Cl. The catalyst is C1COCC1. The product is [Cl:1][C:2]1[N:10]=[C:9]2[C:5]([N:6]=[C:7]([CH:36]=[O:37])[N:8]2[CH3:11])=[C:4]([N:12]2[CH:17]3[CH2:18][CH2:19][CH:13]2[CH2:14][O:15][CH2:16]3)[N:3]=1. The yield is 0.730.